Dataset: Forward reaction prediction with 1.9M reactions from USPTO patents (1976-2016). Task: Predict the product of the given reaction. (1) Given the reactants F[C:2]1[CH:8]=[CH:7][C:5]([NH2:6])=[CH:4][CH:3]=1.C(N(CC)CC)C.[C:16]1([CH3:26])[CH:21]=[CH:20][C:19]([S:22](Cl)(=[O:24])=[O:23])=[CH:18][CH:17]=1.[CH:27]12[CH:32]([NH:33][C:34](=[O:40])[O:35][C:36]([CH3:39])([CH3:38])[CH3:37])[CH:31]1[CH2:30][NH:29][CH2:28]2.C(=O)([O-])[O-].[K+].[K+], predict the reaction product. The product is: [CH3:26][C:16]1[CH:21]=[CH:20][C:19]([S:22]([NH:6][C:5]2[CH:7]=[CH:8][C:2]([N:29]3[CH2:28][CH:27]4[CH:31]([CH:32]4[NH:33][C:34](=[O:40])[O:35][C:36]([CH3:37])([CH3:39])[CH3:38])[CH2:30]3)=[CH:3][CH:4]=2)(=[O:24])=[O:23])=[CH:18][CH:17]=1. (2) Given the reactants [Pt:1].BrC1C=CC([C:9]2[CH:14]=[C:13]([C:15]3[CH:20]=[CH:19][CH:18]=[CH:17][N:16]=3)[N:12]=[C:11]([C:21]3[CH:26]=[CH:25][CH:24]=[CH:23][N:22]=3)[CH:10]=2)=CC=1.[N:27]1[CH:32]=[CH:31][C:30]([CH3:33])=[CH:29][CH:28]=1.CCOCC, predict the reaction product. The product is: [Pt:1].[NH2:27][C:9]1[CH:14]=[C:13]([C:15]2[CH:20]=[CH:19][CH:18]=[CH:17][N:16]=2)[N:12]=[C:11]([C:21]2[CH:26]=[CH:25][CH:24]=[CH:23][N:22]=2)[CH:10]=1.[N:27]1[CH:32]=[CH:31][C:30]([CH3:33])=[CH:29][CH:28]=1. (3) Given the reactants [Br:1]Br.[Br:3][C:4]1[CH:17]=[CH:16][CH:15]=[C:14]2[C:5]=1[C:6](=[O:23])[C:7]1[C:12]([C:13]2=[O:18])=[C:11]2[CH:19]=[CH:20][CH:21]=[CH:22][C:10]2=[CH:9][CH:8]=1.Br, predict the reaction product. The product is: [Br:1][C:22]1[C:10]2=[CH:9][CH:8]=[C:7]3[C:12]([C:13](=[O:18])[C:14]4[C:5](=[C:4]([Br:3])[CH:17]=[CH:16][CH:15]=4)[C:6]3=[O:23])=[C:11]2[CH:19]=[CH:20][CH:21]=1. (4) Given the reactants [Cl:1][C:2]1[C:11]([N+:12]([O-])=O)=[C:10]([NH:15][CH2:16][C:17]([F:20])([CH3:19])[CH3:18])[C:9]2[C:4](=[CH:5][CH:6]=[CH:7][CH:8]=2)[N:3]=1, predict the reaction product. The product is: [Cl:1][C:2]1[C:11]([NH2:12])=[C:10]([NH:15][CH2:16][C:17]([F:20])([CH3:18])[CH3:19])[C:9]2[C:4](=[CH:5][CH:6]=[CH:7][CH:8]=2)[N:3]=1. (5) Given the reactants C(OC([N:8]1[C@H:17]([C:18]([OH:20])=[O:19])[CH2:16][C@H:15]2[C@@H:10]([CH2:11][CH2:12][C@H:13]([O:21][C:22]3[CH:23]=[C:24]([C:30]4[CH:35]=[CH:34][CH:33]=[CH:32][C:31]=4[F:36])[CH:25]=[CH:26][C:27]=3[C:28]#[N:29])[CH2:14]2)[CH2:9]1)=O)(C)(C)C.[N:37]([Sn](CCCC)(CCCC)CCCC)=[N+:38]=[N-:39].[Cl:53]CCl, predict the reaction product. The product is: [ClH:53].[F:36][C:31]1[CH:32]=[CH:33][CH:34]=[CH:35][C:30]=1[C:24]1[CH:25]=[CH:26][C:27]([C:28]2[N:29]=[N:37][NH:38][N:39]=2)=[C:22]([O:21][C@H:13]2[CH2:12][CH2:11][C@@H:10]3[C@H:15]([CH2:16][C@@H:17]([C:18]([OH:20])=[O:19])[NH:8][CH2:9]3)[CH2:14]2)[CH:23]=1.